This data is from Acute oral toxicity (LD50) regression data from Zhu et al.. The task is: Regression/Classification. Given a drug SMILES string, predict its toxicity properties. Task type varies by dataset: regression for continuous values (e.g., LD50, hERG inhibition percentage) or binary classification for toxic/non-toxic outcomes (e.g., AMES mutagenicity, cardiotoxicity, hepatotoxicity). Dataset: ld50_zhu. The molecule is ClC=CCl. The rat oral LD50 is 1.90, given as -log10 of the dose in mol/kg body weight (higher means more acutely toxic).